Dataset: Forward reaction prediction with 1.9M reactions from USPTO patents (1976-2016). Task: Predict the product of the given reaction. (1) Given the reactants [CH3:1][O:2][C:3]1[CH:50]=[CH:49][C:6]([CH2:7][N:8]([CH2:40][C:41]2[CH:46]=[CH:45][C:44]([O:47][CH3:48])=[CH:43][CH:42]=2)[C:9]2[N:14]=[CH:13][C:12]([C:15]3[C:16]4[CH2:29][CH2:28][N:27]([C:30]5[CH:38]=[CH:37][C:33]([C:34]([OH:36])=O)=[CH:32][C:31]=5[F:39])[C:17]=4[N:18]=[C:19]([N:21]4[CH2:26][CH2:25][O:24][CH2:23][CH2:22]4)[N:20]=3)=[CH:11][N:10]=2)=[CH:5][CH:4]=1.[NH2:51][CH2:52][C:53]1[CH:58]=[CH:57][N:56]=[CH:55][CH:54]=1, predict the reaction product. The product is: [CH3:1][O:2][C:3]1[CH:4]=[CH:5][C:6]([CH2:7][N:8]([CH2:40][C:41]2[CH:42]=[CH:43][C:44]([O:47][CH3:48])=[CH:45][CH:46]=2)[C:9]2[N:14]=[CH:13][C:12]([C:15]3[C:16]4[CH2:29][CH2:28][N:27]([C:30]5[CH:38]=[CH:37][C:33]([C:34]([NH:51][CH2:52][C:53]6[CH:58]=[CH:57][N:56]=[CH:55][CH:54]=6)=[O:36])=[CH:32][C:31]=5[F:39])[C:17]=4[N:18]=[C:19]([N:21]4[CH2:22][CH2:23][O:24][CH2:25][CH2:26]4)[N:20]=3)=[CH:11][N:10]=2)=[CH:49][CH:50]=1. (2) Given the reactants [N:1]1[NH:2][C:3](=O)[C:4](=O)[CH:5]=[C:6]2[CH:11]=[CH:10][CH:9]=[CH:8][C:7]=12.P(Cl)(Cl)(Cl)=O, predict the reaction product. The product is: [NH:1]1[C:7]2[CH:8]=[CH:9][CH:10]=[CH:11][C:6]=2[CH:5]=[CH:4][CH:3]=[N:2]1. (3) Given the reactants [O:1]1[CH2:6][CH2:5][CH:4]([N:7]2[CH2:12][CH2:11][CH:10]([NH:13]C(=O)OC(C)(C)C)[CH2:9][CH2:8]2)[CH2:3][CH2:2]1.Cl.CO, predict the reaction product. The product is: [O:1]1[CH2:2][CH2:3][CH:4]([N:7]2[CH2:12][CH2:11][CH:10]([NH2:13])[CH2:9][CH2:8]2)[CH2:5][CH2:6]1.